This data is from Catalyst prediction with 721,799 reactions and 888 catalyst types from USPTO. The task is: Predict which catalyst facilitates the given reaction. (1) Reactant: [NH2:1][C:2]1[CH:3]=[C:4]2[C:8](=[CH:9][CH:10]=1)[N:7]([CH3:11])[C:6](=[O:12])[C:5]12[CH2:14][CH2:13]1.[F:15][C:16]([F:27])([F:26])[C:17](O[C:17](=[O:18])[C:16]([F:27])([F:26])[F:15])=[O:18].CCN(CC)CC.Cl. Product: [F:15][C:16]([F:27])([F:26])[C:17]([NH:1][C:2]1[CH:3]=[C:4]2[C:8](=[CH:9][CH:10]=1)[N:7]([CH3:11])[C:6](=[O:12])[C:5]12[CH2:13][CH2:14]1)=[O:18]. The catalyst class is: 2. (2) Product: [NH2:2][C:1]1[NH:19][N:18]=[C:4]([NH:5][C:6]2[CH:11]=[C:10]([Cl:12])[C:9]([C:13]#[N:14])=[C:8]([Cl:15])[CH:7]=2)[N:3]=1. Reactant: [C:1](/[N:3]=[C:4](\SC)/[NH:5][C:6]1[CH:11]=[C:10]([Cl:12])[C:9]([C:13]#[N:14])=[C:8]([Cl:15])[CH:7]=1)#[N:2].[NH2:18][NH2:19]. The catalyst class is: 8.